Dataset: Catalyst prediction with 721,799 reactions and 888 catalyst types from USPTO. Task: Predict which catalyst facilitates the given reaction. (1) Reactant: [Cl:1][C:2]1[C:9]([CH2:10][OH:11])=[C:8](F)[CH:7]=[CH:6][C:3]=1[C:4]#[N:5].[OH:13][C:14]([C@H:17]1[CH2:21][CH2:20][NH:19][C@H:18]1[CH3:22])([CH3:16])[CH3:15].C(=O)([O-])[O-].[Li+].[Li+].O. Product: [Cl:1][C:2]1[C:9]([CH2:10][OH:11])=[C:8]([N:19]2[CH2:20][CH2:21][C@H:17]([C:14]([OH:13])([CH3:16])[CH3:15])[C@@H:18]2[CH3:22])[CH:7]=[CH:6][C:3]=1[C:4]#[N:5]. The catalyst class is: 16. (2) Reactant: [Cl:1][C:2]1[CH:3]=[N:4][C:5]([NH:11][CH2:12][CH2:13][CH:14]([F:16])[F:15])=[C:6]([CH:10]=1)[C:7]([OH:9])=O.[CH3:17][C:18]([NH2:22])([C:20]#[CH:21])[CH3:19].C1C=CC2N(O)N=NC=2C=1.CCN=C=NCCCN(C)C.CCN(C(C)C)C(C)C. Product: [Cl:1][C:2]1[CH:3]=[N:4][C:5]([NH:11][CH2:12][CH2:13][CH:14]([F:16])[F:15])=[C:6]([CH:10]=1)[C:7]([NH:22][C:18]([CH3:19])([C:20]#[CH:21])[CH3:17])=[O:9]. The catalyst class is: 2. (3) Reactant: Br[C:2]1[CH:7]=[CH:6][CH:5]=[CH:4][C:3]=1[C:8]1[CH:13]=[CH:12][CH:11]=[CH:10][CH:9]=1.[Li]CCCC.CCCCCC.[C:25]1([CH:31]2[C:40]3[C:35](=[CH:36][CH:37]=[CH:38][CH:39]=3)[C:33](=O)[O:32]2)[CH:30]=[CH:29][CH:28]=[CH:27][CH:26]=1.Cl. Product: [C:3]1([C:8]2[CH:13]=[CH:12][CH:11]=[CH:10][CH:9]=2)[CH:4]=[CH:5][CH:6]=[CH:7][C:2]=1[C:33]1[O:32][C:31]([C:25]2[CH:30]=[CH:29][CH:28]=[CH:27][CH:26]=2)=[C:40]2[C:35]=1[CH:36]=[CH:37][CH:38]=[CH:39]2. The catalyst class is: 7. (4) Reactant: [Cl:1][C:2]1[C:6]([Cl:7])=[C:5]([CH3:8])[NH:4][C:3]=1[C:9]([NH:11][CH:12]1[CH2:17][CH2:16][N:15]([N:18]2[CH:22]=[CH:21][C:20]([CH:23]=[O:24])=[CH:19]2)[CH2:14][CH2:13]1)=[O:10].[O-:25][Mn](=O)(=O)=O.[K+]. Product: [Cl:1][C:2]1[C:6]([Cl:7])=[C:5]([CH3:8])[NH:4][C:3]=1[C:9]([NH:11][CH:12]1[CH2:13][CH2:14][N:15]([N:18]2[CH:22]=[CH:21][C:20]([C:23]([OH:25])=[O:24])=[CH:19]2)[CH2:16][CH2:17]1)=[O:10]. The catalyst class is: 95. (5) Reactant: [CH3:1][C:2]1[CH:3]=[C:4]([CH:9]=[CH:10][C:11]=1[C:12]1[S:13][CH:14]=[C:15]([CH3:17])[N:16]=1)[C:5]([O:7]C)=[O:6].[OH-].[Li+]. Product: [CH3:1][C:2]1[CH:3]=[C:4]([CH:9]=[CH:10][C:11]=1[C:12]1[S:13][CH:14]=[C:15]([CH3:17])[N:16]=1)[C:5]([OH:7])=[O:6]. The catalyst class is: 38. (6) The catalyst class is: 4. Product: [CH3:21][S:22]([O:13][CH2:12][C:10]1[CH:11]=[C:2]([Br:1])[CH:3]=[C:4]2[C:9]=1[N:8]=[CH:7][CH:6]=[CH:5]2)(=[O:24])=[O:23]. Reactant: [Br:1][C:2]1[CH:3]=[C:4]2[C:9](=[C:10]([CH2:12][OH:13])[CH:11]=1)[N:8]=[CH:7][CH:6]=[CH:5]2.C(N(CC)CC)C.[CH3:21][S:22](Cl)(=[O:24])=[O:23]. (7) Reactant: I[C:2]1[N:6]([C:7]2[CH:12]=[CH:11][CH:10]=[CH:9][CH:8]=2)[N:5]=[C:4]([NH2:13])[CH:3]=1.[CH2:14]([C:18]1[CH:19]=[C:20](B2OC(C)(C)C(C)(C)O2)[CH:21]=[CH:22][CH:23]=1)[CH2:15][CH2:16][CH3:17].C(=O)([O-])[O-].[Na+].[Na+].C1(P(C2CCCCC2)C2CCCCC2)CCCCC1.C(=O)([O-])O.[Na+]. Product: [CH2:14]([C:18]1[CH:23]=[C:22]([C:2]2[N:6]([C:7]3[CH:12]=[CH:11][CH:10]=[CH:9][CH:8]=3)[N:5]=[C:4]([NH2:13])[CH:3]=2)[CH:21]=[CH:20][CH:19]=1)[CH2:15][CH2:16][CH3:17]. The catalyst class is: 848.